From a dataset of Forward reaction prediction with 1.9M reactions from USPTO patents (1976-2016). Predict the product of the given reaction. (1) Given the reactants N[C:2]1[CH:13]=[CH:12][C:5]([C:6]([NH:8][CH2:9][CH2:10][CH3:11])=[O:7])=CC=1.[CH2:14]1[C:22]2[CH:21]=[CH:20][N:19]=[CH:18][C:17]=2[CH2:16][NH:15]1.[ClH:23].C1[C:32]2[C:27](=[CH:28][C:29]([C:33]([O:35][CH3:36])=O)=[CH:30][CH:31]=2)CN1, predict the reaction product. The product is: [Cl:23][C:27]1[CH:32]=[CH:31][C:30]2[N:8]([CH2:9][CH2:10][CH2:11][CH2:9][NH:8][C:6]([N:15]3[CH2:14][C:22]4[CH:21]=[CH:20][N:19]=[CH:18][C:17]=4[CH2:16]3)=[O:7])[C:6](=[O:7])[CH:5]3[CH2:12][CH:13]4[CH2:2][CH2:36][O:35][C:33]34[C:29]=2[CH:28]=1. (2) Given the reactants ClC1C=C[C:5]([CH:8](O)[C:9]2[C:18]3[C:17](=[O:19])[N:16]([CH2:20][CH2:21][CH2:22][O:23][CH:24]4CCCC[O:25]4)[C:15](=[O:30])[N:14]([CH3:31])[C:13]=3[N:12]=[CH:11][C:10]=2[C:32]2[CH:37]=[CH:36][CH:35]=[C:34](OC(F)(F)F)[CH:33]=2)=NC=1, predict the reaction product. The product is: [CH2:8]([C:9]1[C:18]2[C:17](=[O:19])[N:16]([CH2:20][CH2:21][CH2:22][O:23][CH:24]=[O:25])[C:15](=[O:30])[N:14]([CH3:31])[C:13]=2[N:12]=[CH:11][C:10]=1[C:32]1[CH:33]=[CH:34][CH:35]=[CH:36][C:37]=1[CH:10]([CH3:32])[CH3:11])[CH2:5][CH:8]([CH3:9])[CH3:5]. (3) Given the reactants [Cl:1][C:2]1[CH:7]=[C:6]([N+:8]([O-:10])=[O:9])[CH:5]=[CH:4][C:3]=1[C:11]([CH3:15])([CH3:14])[CH2:12][NH2:13].[NH:16]1[C:24]2[C:19](=[CH:20][CH:21]=[CH:22][CH:23]=2)[C:18]([C:25](O)=[O:26])=[N:17]1.C1C=CC2N(O)N=NC=2C=1.C(Cl)CCl, predict the reaction product. The product is: [Cl:1][C:2]1[CH:7]=[C:6]([N+:8]([O-:10])=[O:9])[CH:5]=[CH:4][C:3]=1[C:11]([CH3:15])([CH3:14])[CH2:12][NH:13][C:25]([C:18]1[C:19]2[C:24](=[CH:23][CH:22]=[CH:21][CH:20]=2)[NH:16][N:17]=1)=[O:26]. (4) The product is: [CH3:31][O:30]/[C:4](=[CH:5]\[C:6]1[C:11]2[S:12][CH:13]=[CH:14][C:10]=2[C:9]([O:15][CH2:16][CH2:17][C:18]2[N:19]=[C:20]([C:24]3[CH:29]=[CH:28][CH:27]=[CH:26][CH:25]=3)[O:21][C:22]=2[CH3:23])=[CH:8][CH:7]=1)/[C:3]([OH:32])=[O:2]. Given the reactants C[O:2][C:3](=[O:32])/[C:4](/[O:30][CH3:31])=[CH:5]/[C:6]1[C:11]2[S:12][CH:13]=[CH:14][C:10]=2[C:9]([O:15][CH2:16][CH2:17][C:18]2[N:19]=[C:20]([C:24]3[CH:29]=[CH:28][CH:27]=[CH:26][CH:25]=3)[O:21][C:22]=2[CH3:23])=[CH:8][CH:7]=1.[OH-].[K+].Cl, predict the reaction product. (5) Given the reactants [F:1][C:2]1([F:9])[CH2:7][CH2:6][C:5](=O)[CH2:4][CH2:3]1.[NH2:10][C:11]1[C:12]([Br:21])=[C:13]([CH:18]=[CH:19][CH:20]=1)[C:14]([O:16][CH3:17])=[O:15].CC(O)=O.[BH-](OC(C)=O)(OC(C)=O)OC(C)=O.[Na+], predict the reaction product. The product is: [Br:21][C:12]1[C:11]([NH:10][CH:5]2[CH2:6][CH2:7][C:2]([F:9])([F:1])[CH2:3][CH2:4]2)=[CH:20][CH:19]=[CH:18][C:13]=1[C:14]([O:16][CH3:17])=[O:15].